From a dataset of Forward reaction prediction with 1.9M reactions from USPTO patents (1976-2016). Predict the product of the given reaction. (1) Given the reactants CN(C(ON1N=NC2C=CC=NC1=2)=[N+](C)C)C.F[P-](F)(F)(F)(F)F.C1C=NC2N(O)N=NC=2C=1.CCN(C(C)C)C(C)C.[Cl:44][C:45]1[CH:46]=[C:47]([CH:51]=[C:52]([Cl:54])[N:53]=1)[C:48]([OH:50])=O.[N:55]1([CH2:61][CH2:62][NH2:63])[CH2:60][CH2:59][O:58][CH2:57][CH2:56]1, predict the reaction product. The product is: [Cl:54][C:52]1[CH:51]=[C:47]([CH:46]=[C:45]([Cl:44])[N:53]=1)[C:48]([NH:63][CH2:62][CH2:61][N:55]1[CH2:60][CH2:59][O:58][CH2:57][CH2:56]1)=[O:50]. (2) Given the reactants [H-].[Na+].[C:3]([O-])(=O)[CH2:4]C.[OH:8][CH:9]([CH2:15][C:16]1[CH:21]=[CH:20][C:19]([O:22][CH2:23][C:24]2[CH:29]=[CH:28][CH:27]=[CH:26][CH:25]=2)=[CH:18][CH:17]=1)[C:10]([O:12][CH2:13][CH3:14])=[O:11].C(I)C, predict the reaction product. The product is: [CH2:3]([O:8][CH:9]([CH2:15][C:16]1[CH:21]=[CH:20][C:19]([O:22][CH2:23][C:24]2[CH:29]=[CH:28][CH:27]=[CH:26][CH:25]=2)=[CH:18][CH:17]=1)[C:10]([O:12][CH2:13][CH3:14])=[O:11])[CH3:4]. (3) Given the reactants C(OC(=O)[NH:7][CH2:8][CH2:9][N:10]1[CH2:14][CH2:13][CH2:12][CH:11]1[C:15](=[O:27])[NH:16][CH:17]1[CH:24]2[CH2:25][CH:20]3[CH2:21][CH:22]([CH2:26][CH:18]1[CH2:19]3)[CH2:23]2)(C)(C)C.[ClH:29].C(OCC)C, predict the reaction product. The product is: [ClH:29].[CH:18]12[CH2:26][CH:22]3[CH2:21][CH:20]([CH2:25][CH:24]([CH2:23]3)[CH:17]1[NH:16][C:15]([CH:11]1[CH2:12][CH2:13][CH2:14][N:10]1[CH2:9][CH2:8][NH2:7])=[O:27])[CH2:19]2. (4) Given the reactants [C@@H]1(N2C3N=C(N)NC(=O)C=3N=C2)O[C@H](CO)C[C@H]1O.[C@@H:20]1(N2C3N=C(N)NC(=O)C=3N=C2)[O:27][C@H:24]([CH2:25][OH:26])[C@@H:22]([OH:23])[CH2:21]1.[Cl:39][C:40]1[N:48]=[C:47]2[C:43]([NH:44][CH:45]=[N:46]2)=[C:42]([NH2:49])[N:41]=1, predict the reaction product. The product is: [CH2:21]1[C@H:20]([N:46]2[C:47]3[N:48]=[C:40]([Cl:39])[N:41]=[C:42]([NH2:49])[C:43]=3[N:44]=[CH:45]2)[O:27][C@H:24]([CH2:25][OH:26])[C@H:22]1[OH:23]. (5) Given the reactants [CH2:1]([N:8]1[CH2:17][CH2:16][C:15]2[C:14](Cl)=[N:13][C:12]([CH3:19])=[N:11][C:10]=2[CH2:9]1)[C:2]1[CH:7]=[CH:6][CH:5]=[CH:4][CH:3]=1.[C:20]([C:24]1[CH:30]=[CH:29][C:27]([NH2:28])=[CH:26][CH:25]=1)([CH3:23])([CH3:22])[CH3:21].N1C=CC=CC=1.C([O-])(O)=O.[Na+], predict the reaction product. The product is: [CH2:1]([N:8]1[CH2:17][CH2:16][C:15]2[C:14]([NH:28][C:27]3[CH:29]=[CH:30][C:24]([C:20]([CH3:23])([CH3:22])[CH3:21])=[CH:25][CH:26]=3)=[N:13][C:12]([CH3:19])=[N:11][C:10]=2[CH2:9]1)[C:2]1[CH:7]=[CH:6][CH:5]=[CH:4][CH:3]=1. (6) The product is: [CH2:1]([O:8][C:9]1[C:14]([CH2:15][N:16]2[CH2:25][CH2:24][C:23]3[C:18](=[C:19]([Cl:32])[C:20]([CH:27]([CH:39]4[CH2:43][CH2:42][O:41][CH2:40]4)[C:28]([OH:30])=[O:29])=[CH:21][C:22]=3[Cl:26])[C:17]2=[O:33])=[C:13]([CH3:34])[CH:12]=[C:11]([CH3:35])[N:10]=1)[C:2]1[CH:7]=[CH:6][CH:5]=[CH:4][CH:3]=1. Given the reactants [CH2:1]([O:8][C:9]1[C:14]([CH2:15][N:16]2[CH2:25][CH2:24][C:23]3[C:18](=[C:19]([Cl:32])[C:20]([CH2:27][C:28]([O:30]C)=[O:29])=[CH:21][C:22]=3[Cl:26])[C:17]2=[O:33])=[C:13]([CH3:34])[CH:12]=[C:11]([CH3:35])[N:10]=1)[C:2]1[CH:7]=[CH:6][CH:5]=[CH:4][CH:3]=1.[H-].[Na+].I[CH:39]1[CH2:43][CH2:42][O:41][CH2:40]1.O, predict the reaction product. (7) Given the reactants [Cl:1][C:2]1[CH:3]=[C:4]([CH2:8][O:9][C:10]2[CH:11]=[CH:12][C:13]([CH3:19])=[C:14]([CH:18]=2)[C:15](O)=[O:16])[CH:5]=[CH:6][CH:7]=1.C(Cl)(=O)C([Cl:23])=O, predict the reaction product. The product is: [Cl:1][C:2]1[CH:3]=[C:4]([CH2:8][O:9][C:10]2[CH:11]=[CH:12][C:13]([CH3:19])=[C:14]([CH:18]=2)[C:15]([Cl:23])=[O:16])[CH:5]=[CH:6][CH:7]=1.